Task: Predict which catalyst facilitates the given reaction.. Dataset: Catalyst prediction with 721,799 reactions and 888 catalyst types from USPTO Reactant: [F:1][C:2]1[CH:7]=[C:6]([C:8]([F:11])([F:10])[F:9])[CH:5]=[CH:4][C:3]=1[NH:12][C:13]1[C:22]2[C:17](=[C:18]([NH2:23])[CH:19]=[CH:20][CH:21]=2)[N:16]=[CH:15][N:14]=1.[Cl:24][C:25]1[C:30]([C:31](O)=[O:32])=[C:29]([F:34])[C:28]([CH2:35][NH:36][C:37](=[O:42])[C:38]([CH3:41])([CH3:40])[CH3:39])=[CH:27][CH:26]=1.C(Cl)(=O)C(Cl)=O.CCN(C(C)C)C(C)C. Product: [Cl:24][C:25]1[C:30]([C:31]([NH:23][C:18]2[CH:19]=[CH:20][CH:21]=[C:22]3[C:17]=2[N:16]=[CH:15][N:14]=[C:13]3[NH:12][C:3]2[CH:4]=[CH:5][C:6]([C:8]([F:9])([F:10])[F:11])=[CH:7][C:2]=2[F:1])=[O:32])=[C:29]([F:34])[C:28]([CH2:35][NH:36][C:37](=[O:42])[C:38]([CH3:40])([CH3:39])[CH3:41])=[CH:27][CH:26]=1. The catalyst class is: 85.